Dataset: Reaction yield outcomes from USPTO patents with 853,638 reactions. Task: Predict the reaction yield, written as a fraction of the theoretical maximum amount of product (1.0 means a 100% yield; for example, 0.34 means a 34% yield). (1) The reactants are I[C:2]1[C:6]2[C:7]([O:11][CH:12]3[CH2:17][CH2:16][O:15][CH2:14][CH2:13]3)=[N:8][CH:9]=[CH:10][C:5]=2[N:4](C(C2C=CC=CC=2)(C2C=CC=CC=2)C2C=CC=CC=2)[N:3]=1.N1C=C([C:42]2[C:46]3C(OC4CCOCC4)=NC=C[C:45]=3[N:44]([C:58]([C:71]3[CH:76]=[CH:75]C=CC=3)(C3C=CC=CC=3)C3C=CC=CC=3)[N:43]=2)C=N1.BrCC1CC1. No catalyst specified. The product is [CH:71]1([CH2:58][N:44]2[CH:45]=[C:46]([C:2]3[C:6]4[C:7]([O:11][CH:12]5[CH2:13][CH2:14][O:15][CH2:16][CH2:17]5)=[N:8][CH:9]=[CH:10][C:5]=4[NH:4][N:3]=3)[CH:42]=[N:43]2)[CH2:76][CH2:75]1. The yield is 0.710. (2) The reactants are [SH:1][C:2]1[CH:7]=[CH:6][C:5]([N+:8]([O-:10])=[O:9])=[CH:4][N:3]=1.O.[C:12](=O)([O-])[O-].[Na+].[Na+].CI. The catalyst is O.C(O)C. The product is [N+:8]([C:5]1[CH:4]=[N:3][C:2]([S:1][CH3:12])=[CH:7][CH:6]=1)([O-:10])=[O:9]. The yield is 1.00.